Dataset: NCI-60 drug combinations with 297,098 pairs across 59 cell lines. Task: Regression. Given two drug SMILES strings and cell line genomic features, predict the synergy score measuring deviation from expected non-interaction effect. (1) Drug 1: C1CCN(CC1)CCOC2=CC=C(C=C2)C(=O)C3=C(SC4=C3C=CC(=C4)O)C5=CC=C(C=C5)O. Drug 2: C1=CN(C(=O)N=C1N)C2C(C(C(O2)CO)O)O.Cl. Cell line: NCI-H322M. Synergy scores: CSS=6.67, Synergy_ZIP=-1.78, Synergy_Bliss=1.32, Synergy_Loewe=-8.93, Synergy_HSA=-0.0580. (2) Drug 1: CN(CC1=CN=C2C(=N1)C(=NC(=N2)N)N)C3=CC=C(C=C3)C(=O)NC(CCC(=O)O)C(=O)O. Drug 2: B(C(CC(C)C)NC(=O)C(CC1=CC=CC=C1)NC(=O)C2=NC=CN=C2)(O)O. Cell line: U251. Synergy scores: CSS=45.5, Synergy_ZIP=-0.284, Synergy_Bliss=-3.93, Synergy_Loewe=-14.8, Synergy_HSA=-2.72. (3) Drug 1: CC1C(C(CC(O1)OC2CC(CC3=C2C(=C4C(=C3O)C(=O)C5=C(C4=O)C(=CC=C5)OC)O)(C(=O)CO)O)N)O.Cl. Drug 2: CCC1=CC2CC(C3=C(CN(C2)C1)C4=CC=CC=C4N3)(C5=C(C=C6C(=C5)C78CCN9C7C(C=CC9)(C(C(C8N6C)(C(=O)OC)O)OC(=O)C)CC)OC)C(=O)OC.C(C(C(=O)O)O)(C(=O)O)O. Cell line: LOX IMVI. Synergy scores: CSS=50.1, Synergy_ZIP=-1.69, Synergy_Bliss=-4.81, Synergy_Loewe=-7.45, Synergy_HSA=-4.27. (4) Drug 1: CC1C(C(=O)NC(C(=O)N2CCCC2C(=O)N(CC(=O)N(C(C(=O)O1)C(C)C)C)C)C(C)C)NC(=O)C3=C4C(=C(C=C3)C)OC5=C(C(=O)C(=C(C5=N4)C(=O)NC6C(OC(=O)C(N(C(=O)CN(C(=O)C7CCCN7C(=O)C(NC6=O)C(C)C)C)C)C(C)C)C)N)C. Drug 2: CC1=CC=C(C=C1)C2=CC(=NN2C3=CC=C(C=C3)S(=O)(=O)N)C(F)(F)F. Cell line: KM12. Synergy scores: CSS=2.97, Synergy_ZIP=5.19, Synergy_Bliss=5.11, Synergy_Loewe=-21.5, Synergy_HSA=-2.08. (5) Drug 1: C1=CC(=CC=C1C#N)C(C2=CC=C(C=C2)C#N)N3C=NC=N3. Drug 2: C1=CN(C(=O)N=C1N)C2C(C(C(O2)CO)O)O.Cl. Cell line: KM12. Synergy scores: CSS=19.7, Synergy_ZIP=-3.21, Synergy_Bliss=1.61, Synergy_Loewe=-5.66, Synergy_HSA=-1.80.